Dataset: Forward reaction prediction with 1.9M reactions from USPTO patents (1976-2016). Task: Predict the product of the given reaction. (1) Given the reactants [NH2:1][C:2]1[CH:7]=[CH:6][C:5]([N+:8]([O-:10])=[O:9])=[CH:4][N:3]=1.[CH3:11][C:12]([O:15][C:16](O[C:16]([O:15][C:12]([CH3:14])([CH3:13])[CH3:11])=[O:17])=[O:17])([CH3:14])[CH3:13], predict the reaction product. The product is: [C:12]([O:15][C:16]([NH:1][C:2]1[CH:7]=[CH:6][C:5]([N+:8]([O-:10])=[O:9])=[CH:4][N:3]=1)=[O:17])([CH3:14])([CH3:13])[CH3:11]. (2) Given the reactants [N:1]1[CH:6]=[CH:5][CH:4]=[CH:3][C:2]=1[CH2:7][N:8]1[CH2:13][CH2:12][C:11]2([CH2:22][C:21](=[O:23])[C:20]3[C:15](=[CH:16][CH:17]=[C:18](/[CH:24]=[CH:25]/[C:26]([OH:28])=O)[CH:19]=3)[O:14]2)[CH2:10][CH2:9]1.C(Cl)CCl.[NH2:33][O:34]C1CCCCO1, predict the reaction product. The product is: [N:1]1[CH:6]=[CH:5][CH:4]=[CH:3][C:2]=1[CH2:7][N:8]1[CH2:13][CH2:12][C:11]2([CH2:22][C:21](=[O:23])[C:20]3[C:15](=[CH:16][CH:17]=[C:18](/[CH:24]=[CH:25]/[C:26]([NH:33][OH:34])=[O:28])[CH:19]=3)[O:14]2)[CH2:10][CH2:9]1. (3) Given the reactants [C:1]([C:4]1[CH:5]=[C:6]2[C:10](=[CH:11][CH:12]=1)[NH:9][C:8](=[O:13])[CH2:7]2)(=[O:3])[CH3:2].[CH3:14][C:15]1[C:23]2[C:18](=[CH:19][CH:20]=[CH:21][CH:22]=2)[NH:17][C:16]=1[CH:24]=O.N1CCCCC1, predict the reaction product. The product is: [C:1]([C:4]1[CH:5]=[C:6]2[C:10](=[CH:11][CH:12]=1)[NH:9][C:8](=[O:13])[C:7]2=[CH:24][C:16]1[NH:17][C:18]2[C:23]([C:15]=1[CH3:14])=[CH:22][CH:21]=[CH:20][CH:19]=2)(=[O:3])[CH3:2].